This data is from Catalyst prediction with 721,799 reactions and 888 catalyst types from USPTO. The task is: Predict which catalyst facilitates the given reaction. (1) Reactant: CC(C)([O-])C.[K+].C(OP([CH2:15][C:16]#[N:17])(=O)OCC)C.O=[C:19]1[CH2:24][CH2:23][N:22]([C:25]([O:27][C:28]([CH3:31])([CH3:30])[CH3:29])=[O:26])[CH2:21][CH2:20]1. Product: [C:16]([CH:15]=[C:19]1[CH2:24][CH2:23][N:22]([C:25]([O:27][C:28]([CH3:31])([CH3:30])[CH3:29])=[O:26])[CH2:21][CH2:20]1)#[N:17]. The catalyst class is: 20. (2) Reactant: BrC[C:3]1[CH:12]=[CH:11][CH:10]=[C:9]2[C:4]=1[C:5](=[O:19])[CH:6]=[C:7]([C:13]1[CH:18]=[CH:17][CH:16]=[CH:15][CH:14]=1)[O:8]2.[C:20]([O-])(=[O:22])[CH3:21].[K+]. Product: [C:20]([C:6]1[C:5](=[O:19])[C:4]2[C:9](=[CH:10][CH:11]=[CH:12][CH:3]=2)[O:8][C:7]=1[C:13]1[CH:18]=[CH:17][CH:16]=[CH:15][CH:14]=1)(=[O:22])[CH3:21]. The catalyst class is: 18. (3) Reactant: [F:1][C:2]([F:10])([F:9])[C:3]1(C(O)=O)[CH2:5][CH2:4]1.C1C=CC(OP([O:23][C:24]2C=CC=CC=2)(N=[N+]=[N-])=O)=CC=1.C([N:32](CC)CC)C. Product: [N:32]([C:3]1([C:2]([F:1])([F:9])[F:10])[CH2:4][CH2:5]1)=[C:24]=[O:23]. The catalyst class is: 11. (4) Reactant: [Br:1][C:2]1[C:3]([F:28])=[C:4]([CH:19]=[N:20][C:21]([O:23][Si](C)(C)C)=[CH2:22])[C:5]([O:8][CH2:9][CH2:10][O:11][Si](C(C)(C)C)(C)C)=[CH:6][CH:7]=1.C(OC([N:36]1[C:44]2[C:39](=[CH:40][CH:41]=[C:42]([Cl:45])[CH:43]=2)/[C:38](=[CH:46]/[C:47]2[CH:52]=[CH:51][CH:50]=[C:49]([Cl:53])[CH:48]=2)/[C:37]1=[O:54])=O)(C)(C)C.CO. Product: [Br:1][C:2]1[C:3]([F:28])=[C:4]([CH:19]2[C:38]3([C:39]4[C:44](=[CH:43][C:42]([Cl:45])=[CH:41][CH:40]=4)[NH:36][C:37]3=[O:54])[CH:46]([C:47]3[CH:52]=[CH:51][CH:50]=[C:49]([Cl:53])[CH:48]=3)[CH2:23][C:21](=[O:22])[NH:20]2)[C:5]([O:8][CH2:9][CH2:10][OH:11])=[CH:6][CH:7]=1. The catalyst class is: 11. (5) Reactant: [Cl:1][C:2]1[CH:7]=[CH:6][C:5]([C:8]2[C:13]([Cl:14])=[CH:12][CH:11]=[C:10]([CH2:15][NH:16][CH2:17][C:18]3[CH:23]=[CH:22][C:21]([F:24])=[CH:20][CH:19]=3)[CH:9]=2)=[CH:4][CH:3]=1.C(N(CC)CC)C.[Cl:32][C:33]1[C:34]([OH:44])=[C:35]([S:40](Cl)(=[O:42])=[O:41])[CH:36]=[C:37]([Cl:39])[CH:38]=1. Product: [Cl:32][C:33]1[C:34]([OH:44])=[C:35]([S:40]([N:16]([CH2:15][C:10]2[CH:9]=[C:8]([C:5]3[CH:6]=[CH:7][C:2]([Cl:1])=[CH:3][CH:4]=3)[C:13]([Cl:14])=[CH:12][CH:11]=2)[CH2:17][C:18]2[CH:19]=[CH:20][C:21]([F:24])=[CH:22][CH:23]=2)(=[O:42])=[O:41])[CH:36]=[C:37]([Cl:39])[CH:38]=1. The catalyst class is: 2.